Dataset: Peptide-MHC class II binding affinity with 134,281 pairs from IEDB. Task: Regression. Given a peptide amino acid sequence and an MHC pseudo amino acid sequence, predict their binding affinity value. This is MHC class II binding data. (1) The peptide sequence is AANTAGTTVYGAFAA. The binding affinity (normalized) is 0.397. The MHC is HLA-DQA10401-DQB10402 with pseudo-sequence HLA-DQA10401-DQB10402. (2) The binding affinity (normalized) is 0.319. The MHC is DRB1_0901 with pseudo-sequence DRB1_0901. The peptide sequence is TAAINKGILVTVNPI. (3) The peptide sequence is FRAAMATTANVPPAD. The binding affinity (normalized) is 0.436. The MHC is DRB1_0405 with pseudo-sequence DRB1_0405. (4) The peptide sequence is GVLKNEFMSLAFDYW. The MHC is DRB1_0401 with pseudo-sequence DRB1_0401. The binding affinity (normalized) is 0.786. (5) The peptide sequence is DREVVANVIGLSGDS. The MHC is DRB5_0101 with pseudo-sequence DRB5_0101. The binding affinity (normalized) is 0.387. (6) The peptide sequence is LSAEYAAVADELIGL. The MHC is HLA-DQA10501-DQB10301 with pseudo-sequence HLA-DQA10501-DQB10301. The binding affinity (normalized) is 0.373. (7) The peptide sequence is VTEGERTVRVLDTVE. The MHC is HLA-DQA10102-DQB10501 with pseudo-sequence HLA-DQA10102-DQB10501. The binding affinity (normalized) is 0.480.